This data is from Full USPTO retrosynthesis dataset with 1.9M reactions from patents (1976-2016). The task is: Predict the reactants needed to synthesize the given product. (1) The reactants are: Br[C:2]1[CH:7]=[CH:6][C:5]([O:8][CH2:9][O:10][CH3:11])=[CH:4][CH:3]=1.[Li]CCCC.CON(C)[C:20](=[O:30])[CH:21]([C:24]1[CH:29]=[CH:28][CH:27]=[CH:26][CH:25]=1)[CH2:22][CH3:23].O. Given the product [CH3:11][O:10][CH2:9][O:8][C:5]1[CH:6]=[CH:7][C:2]([C:20](=[O:30])[CH:21]([C:24]2[CH:29]=[CH:28][CH:27]=[CH:26][CH:25]=2)[CH2:22][CH3:23])=[CH:3][CH:4]=1, predict the reactants needed to synthesize it. (2) The reactants are: [Cl:1][C:2]1[CH:11]=[C:10]2[C:5]([C:6]([N:13]3[CH2:18][CH2:17][NH:16][CH2:15][CH2:14]3)=[CH:7][C:8]([CH3:12])=[N:9]2)=[CH:4][CH:3]=1.[F:19][C:20]1[CH:25]=[CH:24][C:23]([N:26]=[C:27]=[O:28])=[CH:22][CH:21]=1.CCCCCC.CCOC(C)=O. Given the product [Cl:1][C:2]1[CH:11]=[C:10]2[C:5]([C:6]([N:13]3[CH2:18][CH2:17][N:16]([C:27]([NH:26][C:23]4[CH:24]=[CH:25][C:20]([F:19])=[CH:21][CH:22]=4)=[O:28])[CH2:15][CH2:14]3)=[CH:7][C:8]([CH3:12])=[N:9]2)=[CH:4][CH:3]=1, predict the reactants needed to synthesize it. (3) Given the product [Cl:1][C:2]1[N:3]=[C:4]([C:9]([O:11][CH3:12])=[O:10])[CH:5]=[C:6]([CH:21]2[CH2:16][CH2:15]2)[N:7]=1, predict the reactants needed to synthesize it. The reactants are: [Cl:1][C:2]1[N:7]=[C:6](Cl)[CH:5]=[C:4]([C:9]([O:11][CH3:12])=[O:10])[N:3]=1.CC(N)[CH2:15][C:16]1[CH:21]=CC=CC=1.OP(O)(O)=O.[Br-].C1([Zn+])CC1.[OH-].[Na+]. (4) The reactants are: [Cl:1][C:2]1[CH:7]=[CH:6][C:5]([NH:8][S:9]([C:12]([F:15])([F:14])[F:13])(=[O:11])=[O:10])=[C:4]([C:16](=O)[C:17]([CH3:20])(C)C)[CH:3]=1.Cl.[Cl:23][C:24]1[CH:29]=[CH:28][C:27]([O:30][NH2:31])=[CH:26][CH:25]=1.[CH3:32]C([O-])=O.[Na+]. Given the product [Cl:1][C:2]1[CH:7]=[CH:6][C:5]([NH:8][S:9]([C:12]([F:13])([F:14])[F:15])(=[O:10])=[O:11])=[C:4]([C:16](=[N:31][O:30][C:27]2[CH:28]=[CH:29][C:24]([Cl:23])=[CH:25][CH:26]=2)[CH2:17][CH2:20][CH3:32])[CH:3]=1, predict the reactants needed to synthesize it. (5) Given the product [CH3:1][O:2][C:3]1[CH:8]=[CH:7][CH:6]=[CH:5][C:4]=1[N:9]1[CH2:10][CH2:11][N:12]([CH2:15][CH2:16][CH2:21][OH:22])[CH2:13][CH2:14]1, predict the reactants needed to synthesize it. The reactants are: [CH3:1][O:2][C:3]1[CH:8]=[CH:7][CH:6]=[CH:5][C:4]=1[N:9]1[CH2:14][CH2:13][N:12]([CH2:15][CH2:16]O)[CH2:11][CH2:10]1.ClCC[CH2:21][OH:22].[I-].[K+]. (6) Given the product [C:22]([O:26][C:27]([N:29]1[CH2:34][CH2:33][N:32]([C:35]([S:20][CH2:15][C:14]2[CH:17]=[CH:18][C:11]([O:10][CH2:3][C:4]3[CH:9]=[CH:8][CH:7]=[CH:6][CH:5]=3)=[CH:12][CH:13]=2)=[O:36])[CH2:31][CH2:30]1)=[O:28])([CH3:25])([CH3:24])[CH3:23], predict the reactants needed to synthesize it. The reactants are: [OH-].[K+].[CH2:3]([O:10][C:11]1[CH:18]=[CH:17][C:14]([CH2:15]O)=[CH:13][CH:12]=1)[C:4]1[CH:9]=[CH:8][CH:7]=[CH:6][CH:5]=1.C(=S)=[S:20].[C:22]([O:26][C:27]([N:29]1[CH2:34][CH2:33][N:32]([C:35](Cl)=[O:36])[CH2:31][CH2:30]1)=[O:28])([CH3:25])([CH3:24])[CH3:23]. (7) Given the product [CH:26]1(/[CH:30]=[CH:8]/[C:9]([O:11][CH2:12][CH3:13])=[O:10])[CH2:27][CH2:28][CH2:29]1, predict the reactants needed to synthesize it. The reactants are: C1(P(C2C=CC=CC=2)(C2C=CC=CC=2)=[CH:8][C:9]([O:11][CH2:12][CH3:13])=[O:10])C=CC=CC=1.[CH:26]1([CH:30]=O)[CH2:29][CH2:28][CH2:27]1.